This data is from Forward reaction prediction with 1.9M reactions from USPTO patents (1976-2016). The task is: Predict the product of the given reaction. (1) Given the reactants [Br:1][C:2]1[CH:3]=[N:4][CH:5]=[C:6]([CH:9]=1)[CH:7]=O.[CH3:10][CH:11]([S:13]([NH2:16])(=[O:15])=[O:14])[CH3:12].[CH:17]1([Mg]Br)[CH2:19][CH2:18]1, predict the reaction product. The product is: [Br:1][C:2]1[CH:9]=[C:6]([CH:7]([CH:17]2[CH2:19][CH2:18]2)[NH:16][S:13]([CH:11]([CH3:12])[CH3:10])(=[O:15])=[O:14])[CH:5]=[N:4][CH:3]=1. (2) Given the reactants C[O:2][C:3]1[CH:8]=[CH:7][C:6]2[C:9]3[N:10]([CH2:23][CH2:24][CH2:25][CH2:26][CH2:27][N:28]4[CH2:33][CH2:32][CH2:31][CH2:30][CH2:29]4)[C:11]4[C:16]([C:17]=3[CH2:18][CH2:19][S:20][C:5]=2[CH:4]=1)=[CH:15][C:14]([O:21]C)=[CH:13][CH:12]=4, predict the reaction product. The product is: [OH:2][C:3]1[CH:8]=[CH:7][C:6]2[C:9]3[N:10]([CH2:23][CH2:24][CH2:25][CH2:26][CH2:27][N:28]4[CH2:29][CH2:30][CH2:31][CH2:32][CH2:33]4)[C:11]4[C:16]([C:17]=3[CH2:18][CH2:19][S:20][C:5]=2[CH:4]=1)=[CH:15][C:14]([OH:21])=[CH:13][CH:12]=4. (3) Given the reactants [BH4-].[Na+].[N:3]1([C:9]2[CH:10]=[C:11]([OH:17])[C:12](=[CH:15][CH:16]=2)[CH:13]=[O:14])[CH2:8][CH2:7][O:6][CH2:5][CH2:4]1.CC(C)=O.Cl, predict the reaction product. The product is: [OH:14][CH2:13][C:12]1[CH:15]=[CH:16][C:9]([N:3]2[CH2:4][CH2:5][O:6][CH2:7][CH2:8]2)=[CH:10][C:11]=1[OH:17]. (4) Given the reactants [CH3:1][N:2]([CH3:8])[CH2:3][CH:4]([OH:7])[CH2:5][OH:6].[C:9]1([C:15](Cl)([C:22]2[CH:27]=[CH:26][CH:25]=[CH:24][CH:23]=2)[C:16]2[CH:21]=[CH:20][CH:19]=[CH:18][CH:17]=2)[CH:14]=[CH:13][CH:12]=[CH:11][CH:10]=1, predict the reaction product. The product is: [C:9]1([C:15]([C:16]2[CH:17]=[CH:18][CH:19]=[CH:20][CH:21]=2)([C:22]2[CH:23]=[CH:24][CH:25]=[CH:26][CH:27]=2)[O:6][CH2:5][CH:4]([OH:7])[CH2:3][N:2]([CH3:8])[CH3:1])[CH:10]=[CH:11][CH:12]=[CH:13][CH:14]=1. (5) Given the reactants [OH:1][C:2]1[CH:11]=[CH:10][CH:9]=[C:8]2[C:3]=1[CH:4]=[C:5]([C:12]([O:14][CH2:15][CH3:16])=[O:13])[CH:6]=[N:7]2.C([O-])([O-])=O.[Na+].[Na+].[CH2:23](Br)[C:24]1[CH:29]=[CH:28][CH:27]=[CH:26][CH:25]=1, predict the reaction product. The product is: [CH2:23]([O:1][C:2]1[CH:11]=[CH:10][CH:9]=[C:8]2[C:3]=1[CH:4]=[C:5]([C:12]([O:14][CH2:15][CH3:16])=[O:13])[CH:6]=[N:7]2)[C:24]1[CH:29]=[CH:28][CH:27]=[CH:26][CH:25]=1. (6) Given the reactants Br[C:2]1[N:7]=[CH:6][C:5]([CH:8]=[O:9])=[CH:4][CH:3]=1.[CH3:10][O:11][C:12](=[O:20])[C:13]1[CH:18]=[CH:17][C:16]([OH:19])=[CH:15][CH:14]=1.C([O-])([O-])=O.[K+].[K+], predict the reaction product. The product is: [CH3:10][O:11][C:12](=[O:20])[C:13]1[CH:18]=[CH:17][C:16]([O:19][C:2]2[CH:3]=[CH:4][C:5]([CH:8]=[O:9])=[CH:6][N:7]=2)=[CH:15][CH:14]=1. (7) The product is: [CH3:15][C:9]1[N:4]=[C:3]([C:2]([F:7])([F:6])[F:1])[NH:5][C:11](=[O:12])[CH:10]=1. Given the reactants [F:1][C:2]([F:7])([F:6])[C:3](=[NH:5])[NH2:4].O=[C:9]([CH3:15])[CH2:10][C:11](OC)=[O:12].C[O-].[Na+], predict the reaction product. (8) Given the reactants [C:1]([C:3]1[CH:8]=[CH:7][C:6]([C@@H:9]2[C:14]([C:15]#[N:16])=[C:13]([CH3:17])[N:12]([C:18]3[CH:23]=[CH:22][CH:21]=[C:20]([C:24]([F:27])([F:26])[F:25])[CH:19]=3)[C:11](=[O:28])[NH:10]2)=[C:5]([S:29]([CH3:32])(=[O:31])=[O:30])[CH:4]=1)#[N:2].[H-].[Na+].Cl[C:36]([O:38][CH2:39][C:40]1[CH:45]=[CH:44][CH:43]=[CH:42][CH:41]=1)=[O:37], predict the reaction product. The product is: [C:15]([C:14]1[CH:9]([C:6]2[CH:7]=[CH:8][C:3]([C:1]#[N:2])=[CH:4][C:5]=2[S:29]([CH3:32])(=[O:31])=[O:30])[N:10]([C:36]([O:38][CH2:39][C:40]2[CH:45]=[CH:44][CH:43]=[CH:42][CH:41]=2)=[O:37])[C:11](=[O:28])[N:12]([C:18]2[CH:23]=[CH:22][CH:21]=[C:20]([C:24]([F:27])([F:26])[F:25])[CH:19]=2)[C:13]=1[CH3:17])#[N:16]. (9) Given the reactants Cl.[Cl:2][C:3]1[C:7]([Cl:8])=[C:6]([CH3:9])[NH:5][C:4]=1[C:10]([NH:12][CH:13]1[CH2:18][CH2:17][NH:16][CH2:15][CH2:14]1)=[O:11].Cl[C:20]1[N:25]=[C:24]([C:26]([O:28][CH3:29])=[O:27])[CH:23]=[C:22]([O:30][CH3:31])[N:21]=1, predict the reaction product. The product is: [Cl:2][C:3]1[C:7]([Cl:8])=[C:6]([CH3:9])[NH:5][C:4]=1[C:10]([NH:12][CH:13]1[CH2:18][CH2:17][N:16]([C:20]2[N:25]=[C:24]([C:26]([O:28][CH3:29])=[O:27])[CH:23]=[C:22]([O:30][CH3:31])[N:21]=2)[CH2:15][CH2:14]1)=[O:11].